This data is from Reaction yield outcomes from USPTO patents with 853,638 reactions. The task is: Predict the reaction yield, written as a fraction of the theoretical maximum amount of product (1.0 means a 100% yield; for example, 0.34 means a 34% yield). (1) The reactants are CCC(O[C:6]([CH:8]([CH3:10])[CH3:9])=[O:7])=O.[NH2:11][C:12]1[CH:17]=[CH:16][CH:15]=[CH:14][CH:13]=1.C(N([CH2:23][CH3:24])CC)C.C[OH:26]. No catalyst specified. The product is [CH3:10][CH:8]([CH3:9])[C:6](=[O:7])[CH2:24][C:23]([NH:11][C:12]1[CH:17]=[CH:16][CH:15]=[CH:14][CH:13]=1)=[O:26]. The yield is 0.927. (2) The reactants are Br[C:2](Br)=[CH:3][CH2:4][CH:5]([N:8]1[CH:12]=[C:11]([C:13]2[C:14]3[CH:21]=[CH:20][N:19]([CH2:22][O:23][CH2:24][CH2:25][Si:26]([CH3:29])([CH3:28])[CH3:27])[C:15]=3[N:16]=[CH:17][N:18]=2)[CH:10]=[N:9]1)[CH2:6][CH3:7].C1COCC1.C([Li])CCC.O.Cl. The catalyst is CCCCCC. The product is [CH2:6]([CH:5]([N:8]1[CH:12]=[C:11]([C:13]2[C:14]3[CH:21]=[CH:20][N:19]([CH2:22][O:23][CH2:24][CH2:25][Si:26]([CH3:28])([CH3:29])[CH3:27])[C:15]=3[N:16]=[CH:17][N:18]=2)[CH:10]=[N:9]1)[CH2:4][C:3]#[CH:2])[CH3:7]. The yield is 0.800. (3) The reactants are [CH3:1][C:2]1[CH:11]=[CH:10][CH:9]=[C:8]2[C:3]=1[CH:4]=[C:5]([C:13]1[CH:20]=[CH:19][C:16]([C:17]#N)=[CH:15][CH:14]=1)[NH:6][C:7]2=[O:12].[OH-:21].[Na+].Cl.[OH2:24]. No catalyst specified. The product is [CH3:1][C:2]1[CH:11]=[CH:10][CH:9]=[C:8]2[C:3]=1[CH:4]=[C:5]([C:13]1[CH:20]=[CH:19][C:16]([C:17]([OH:24])=[O:21])=[CH:15][CH:14]=1)[NH:6][C:7]2=[O:12]. The yield is 0.630. (4) The catalyst is C1(C)C=CC=CC=1. The product is [CH3:7][C:6]1([CH:5]([CH2:9][CH3:10])[C:4]([O:3][CH2:1][CH3:2])=[O:11])[O:14][CH2:13][CH2:12][O:8]1. The reactants are [CH2:1]([O:3][C:4](=[O:11])[CH:5]([CH2:9][CH3:10])[C:6](=[O:8])[CH3:7])[CH3:2].[CH2:12](O)[CH2:13][OH:14].C1(C)C=CC(S(O)(=O)=O)=CC=1. The yield is 0.910. (5) The reactants are [Br:1][C:2]1[CH:7]=[CH:6][C:5]([CH2:8]Br)=[CH:4][CH:3]=1.[C:10]([O:14][C:15](=[O:17])[NH2:16])([CH3:13])([CH3:12])[CH3:11].C([N:20]([CH2:23][CH3:24])CC)C.[C:33](O[C:33]([O:35][C:36]([CH3:39])([CH3:38])[CH3:37])=[O:34])(=[O:34])[O:35][C:36]([CH3:39])([CH3:38])[CH3:37].[C:40]1(C)C=CC=CC=1. The catalyst is CCOC(C)=O. The product is [C:10]([O:14][C:15](=[O:17])[NH:16][CH2:40][CH2:24][CH2:23][N:20]([CH2:8][C:5]1[CH:6]=[CH:7][C:2]([Br:1])=[CH:3][CH:4]=1)[C:33]([O:35][C:36]([CH3:37])([CH3:38])[CH3:39])=[O:34])([CH3:13])([CH3:12])[CH3:11]. The yield is 0.510. (6) The reactants are [OH:1][CH:2]1[CH2:7][CH:6]([CH3:8])[C:5](=[O:9])[C:4]([CH3:11])([CH3:10])[CH2:3]1.N1C=CN=C1.[C:17]([Si:21](Cl)([CH3:23])[CH3:22])([CH3:20])([CH3:19])[CH3:18].O. The catalyst is ClCCl. The product is [Si:21]([O:1][CH:2]1[CH2:7][CH:6]([CH3:8])[C:5](=[O:9])[C:4]([CH3:10])([CH3:11])[CH2:3]1)([C:17]([CH3:20])([CH3:19])[CH3:18])([CH3:23])[CH3:22]. The yield is 0.400. (7) The yield is 0.580. The product is [C:4]([C:6]1[CH:15]=[CH:14][C:9]([C:10]([NH:2][NH2:3])=[O:11])=[CH:8][CH:7]=1)#[N:5]. The catalyst is CCO. The reactants are O.[NH2:2][NH2:3].[C:4]([C:6]1[CH:15]=[CH:14][C:9]([C:10](OC)=[O:11])=[CH:8][CH:7]=1)#[N:5]. (8) The reactants are [CH3:1][O:2][C:3](=[O:16])[C:4]1[CH:9]=[C:8]([O:10][CH3:11])[C:7]([CH3:12])=[C:6]([O:13][CH3:14])[C:5]=1Br.[CH3:17][O:18][C:19]1[CH:20]=[C:21]([OH:26])[CH:22]=[C:23]([CH3:25])[CH:24]=1.C([O-])([O-])=O.[Cs+].[Cs+].CN(C)CC(O)=O. The catalyst is [Cu]I.O.O1CCOCC1. The product is [CH3:1][O:2][C:3](=[O:16])[C:4]1[CH:9]=[C:8]([O:10][CH3:11])[C:7]([CH3:12])=[C:6]([O:13][CH3:14])[C:5]=1[O:26][C:21]1[CH:22]=[C:23]([CH3:25])[CH:24]=[C:19]([O:18][CH3:17])[CH:20]=1. The yield is 0.500. (9) The reactants are C([C:4]1[CH:9]=[C:8]([O:10][C:11]2[CH:16]=[CH:15][C:14]([NH:17][C:18]([C:20]3[C:21](=[O:35])[N:22]([C:29]4[CH:34]=[CH:33][CH:32]=[CH:31][CH:30]=4)[N:23]4[CH2:28][CH2:27][O:26][CH2:25][C:24]=34)=[O:19])=[CH:13][CH:12]=2)[CH:7]=[CH:6][N:5]=1)(=O)N.CC#[N:38].O.C(OI(C1C=CC=CC=1)OC(=O)C)(=O)C. The catalyst is CCOC(C)=O. The product is [NH2:38][C:4]1[CH:9]=[C:8]([O:10][C:11]2[CH:16]=[CH:15][C:14]([NH:17][C:18]([C:20]3[C:21](=[O:35])[N:22]([C:29]4[CH:30]=[CH:31][CH:32]=[CH:33][CH:34]=4)[N:23]4[CH2:28][CH2:27][O:26][CH2:25][C:24]=34)=[O:19])=[CH:13][CH:12]=2)[CH:7]=[CH:6][N:5]=1. The yield is 0.918.